Predict the product of the given reaction. From a dataset of Forward reaction prediction with 1.9M reactions from USPTO patents (1976-2016). (1) Given the reactants C[O:2][C:3](=[O:32])[CH2:4][NH:5][C:6]([C:8]1[CH:31]=[CH:30][C:11]2[N:12]([CH3:29])[C:13]([NH:15][C:16]3[S:17][C:18]4[CH:24]=[C:23]([C:25]([F:28])([F:27])[F:26])[CH:22]=[CH:21][C:19]=4[N:20]=3)=[N:14][C:10]=2[CH:9]=1)=[O:7].[OH-].[Li+], predict the reaction product. The product is: [CH3:29][N:12]1[C:11]2[CH:30]=[CH:31][C:8]([C:6]([NH:5][CH2:4][C:3]([OH:32])=[O:2])=[O:7])=[CH:9][C:10]=2[N:14]=[C:13]1[NH:15][C:16]1[S:17][C:18]2[CH:24]=[C:23]([C:25]([F:28])([F:27])[F:26])[CH:22]=[CH:21][C:19]=2[N:20]=1. (2) Given the reactants B1(B2C3CCCC2CCC3)C2CCCC1CCC2.[C:19]([O:23][C:24](=[O:51])[NH:25][C@@H:26]([CH:49]=[CH2:50])[CH2:27][N:28]1[C:32]2[N:33]=[CH:34][N:35]=[C:36]([NH2:37])[C:31]=2[C:30]([C:38]2[CH:39]=[N:40][C:41]3[C:46]([CH:47]=2)=[CH:45][CH:44]=[CH:43][CH:42]=3)=[C:29]1Br)([CH3:22])([CH3:21])[CH3:20].[OH-].[Na+], predict the reaction product. The product is: [C:19]([O:23][C:24](=[O:51])[NH:25][C@H:26]1[CH2:49][CH2:50][C:29]2[N:28]([C:32]3[N:33]=[CH:34][N:35]=[C:36]([NH2:37])[C:31]=3[C:30]=2[C:38]2[CH:39]=[N:40][C:41]3[C:46]([CH:47]=2)=[CH:45][CH:44]=[CH:43][CH:42]=3)[CH2:27]1)([CH3:22])([CH3:21])[CH3:20].